Task: Predict the reaction yield, written as a fraction of the theoretical maximum amount of product (1.0 means a 100% yield; for example, 0.34 means a 34% yield).. Dataset: Reaction yield outcomes from USPTO patents with 853,638 reactions The reactants are Cl[C:2]1[CH:7]=[C:6]([C:8]#[N:9])[CH:5]=[CH:4][C:3]=1[CH2:10][C:11]([O:13][CH3:14])=[O:12].[NH2:15][OH:16].[ClH:17].C([O-])(O)=O.[Na+]. The catalyst is CO. The product is [Cl:17][C:2]1[CH:7]=[C:6]([C:8](=[NH:9])[NH:15][OH:16])[CH:5]=[CH:4][C:3]=1[CH2:10][C:11]([O:13][CH3:14])=[O:12]. The yield is 0.600.